Dataset: Reaction yield outcomes from USPTO patents with 853,638 reactions. Task: Predict the reaction yield, written as a fraction of the theoretical maximum amount of product (1.0 means a 100% yield; for example, 0.34 means a 34% yield). (1) The reactants are C([O:4][C:5]1[CH:6]=[C:7]2[C:12](=[CH:13][CH:14]=1)[CH:11]=[C:10]([C:15]([N:17]1[CH2:22][CH2:21][CH:20]([C:23]([O:25][CH3:26])=[O:24])[CH2:19][CH2:18]1)=[O:16])[CH:9]=[CH:8]2)(=O)C.C([O-])([O-])=O.[K+].[K+]. The yield is 0.400. The catalyst is CO. The product is [OH:4][C:5]1[CH:6]=[C:7]2[C:12](=[CH:13][CH:14]=1)[CH:11]=[C:10]([C:15]([N:17]1[CH2:22][CH2:21][CH:20]([C:23]([O:25][CH3:26])=[O:24])[CH2:19][CH2:18]1)=[O:16])[CH:9]=[CH:8]2. (2) The reactants are [CH2:1]([O:3][C:4](=[O:35])[C:5]([O:8][C:9]1[CH:10]=[C:11]2[CH:17]=[C:16]([C:18]([C:25]3[CH:30]=[CH:29][C:28]([S:31]([CH3:34])(=[O:33])=[O:32])=[CH:27][CH:26]=3)=[CH:19][CH:20]3[CH2:24][CH2:23][CH2:22][CH2:21]3)[NH:15][C:12]2=[N:13][CH:14]=1)([CH3:7])[CH3:6])[CH3:2]. The catalyst is [Pd].CO. The product is [CH2:1]([O:3][C:4](=[O:35])[C:5]([O:8][C:9]1[CH:10]=[C:11]2[CH:17]=[C:16]([CH:18]([C:25]3[CH:26]=[CH:27][C:28]([S:31]([CH3:34])(=[O:33])=[O:32])=[CH:29][CH:30]=3)[CH2:19][CH:20]3[CH2:24][CH2:23][CH2:22][CH2:21]3)[NH:15][C:12]2=[N:13][CH:14]=1)([CH3:7])[CH3:6])[CH3:2]. The yield is 0.700. (3) The reactants are [CH3:1][C:2]1[CH:3]=[C:4]([CH2:13][C@@H:14]([CH2:19][C:20]([O:22][CH3:23])=[O:21])[C:15]([O:17][CH3:18])=[O:16])[C:5]([CH2:11]O)=[C:6]2[C:10]=1[NH:9][N:8]=[CH:7]2.S(Cl)([Cl:26])=O. The catalyst is ClCCl. The product is [CH3:1][C:2]1[CH:3]=[C:4]([CH2:13][C@@H:14]([CH2:19][C:20]([O:22][CH3:23])=[O:21])[C:15]([O:17][CH3:18])=[O:16])[C:5]([CH2:11][Cl:26])=[C:6]2[C:10]=1[NH:9][N:8]=[CH:7]2. The yield is 0.990. (4) The reactants are Cl.[CH3:2][C:3]1[CH:16]=[CH:15][C:6]([CH2:7][NH:8][C@H:9]([C:12]([OH:14])=[O:13])[CH2:10][SeH:11])=[CH:5][CH:4]=1.C(=O)([O-])[O-].[K+].[K+].[C:23]([O:27][C:28](O[C:28]([O:27][C:23]([CH3:26])([CH3:25])[CH3:24])=[O:29])=[O:29])([CH3:26])([CH3:25])[CH3:24]. The catalyst is O.O1CCOCC1. The product is [C:23]([O:27][C:28]([N:8]([CH2:7][C:6]1[CH:5]=[CH:4][C:3]([CH3:2])=[CH:16][CH:15]=1)[C@H:9]([C:12]([OH:14])=[O:13])[CH2:10][SeH:11])=[O:29])([CH3:26])([CH3:25])[CH3:24]. The yield is 0.820. (5) The reactants are [NH2:1][C:2]1[C:10]([CH3:11])=[CH:9][CH:8]=[CH:7][C:3]=1[C:4]([OH:6])=[O:5].[Cl:12]N1C(=O)CCC1=O. The catalyst is CN(C)C=O. The product is [NH2:1][C:2]1[C:10]([CH3:11])=[CH:9][C:8]([Cl:12])=[CH:7][C:3]=1[C:4]([OH:6])=[O:5]. The yield is 0.754. (6) The reactants are [Cl:1][C:2]1[CH:7]=[CH:6][C:5]([C:8]2[C:12](=[O:13])[NH:11][C:10]3([CH2:18][CH2:17][N:16]([C:19]([O:21][C:22]([CH3:25])([CH3:24])[CH3:23])=[O:20])[CH2:15][CH2:14]3)[N:9]=2)=[CH:4][CH:3]=1.[H-].[Na+].Cl[CH2:29][C:30]([NH:32][C:33]1[CH:38]=[CH:37][C:36]([F:39])=[C:35]([F:40])[CH:34]=1)=[O:31]. The catalyst is CN(C=O)C. The product is [Cl:1][C:2]1[CH:7]=[CH:6][C:5]([C:8]2[C:12](=[O:13])[N:11]([CH2:29][C:30]([NH:32][C:33]3[CH:38]=[CH:37][C:36]([F:39])=[C:35]([F:40])[CH:34]=3)=[O:31])[C:10]3([CH2:14][CH2:15][N:16]([C:19]([O:21][C:22]([CH3:25])([CH3:24])[CH3:23])=[O:20])[CH2:17][CH2:18]3)[N:9]=2)=[CH:4][CH:3]=1. The yield is 0.160. (7) The catalyst is Cl.CO. The reactants are [CH3:1][C:2]([CH3:42])([CH2:38][CH2:39][CH2:40][CH3:41])[C:3]([NH:5][CH2:6][C@H:7]([OH:37])[C@@H:8]([NH:29]C(=O)OC(C)(C)C)[CH2:9][C@H:10]([CH2:14][C:15]1[CH:23]=[C:22]2[C:18]([CH:19]=[N:20][N:21]2[CH2:24][CH2:25][CH2:26][O:27][CH3:28])=[CH:17][CH:16]=1)[CH:11]([CH3:13])[CH3:12])=[O:4]. The product is [NH2:29][C@@H:8]([CH2:9][C@H:10]([CH2:14][C:15]1[CH:23]=[C:22]2[C:18]([CH:19]=[N:20][N:21]2[CH2:24][CH2:25][CH2:26][O:27][CH3:28])=[CH:17][CH:16]=1)[CH:11]([CH3:13])[CH3:12])[C@@H:7]([OH:37])[CH2:6][NH:5][C:3](=[O:4])[C:2]([CH3:42])([CH3:1])[CH2:38][CH2:39][CH2:40][CH3:41]. The yield is 0.800. (8) The reactants are [S:1]1[CH:5]=[CH:4][C:3]([CH2:6][C:7]#[N:8])=[CH:2]1.[C:9]([O:13][CH2:14][CH3:15])(=[O:12])[CH:10]=[CH2:11].[CH3:16][C:17](C)([O-])[CH3:18].[K+]. The catalyst is CN(C)C=O. The product is [C:7]([C:6]([C:3]1[CH:4]=[CH:5][S:1][CH:2]=1)([CH:17]([CH3:18])[CH3:16])[CH2:11][CH2:10][C:9]([O:13][CH2:14][CH3:15])=[O:12])#[N:8]. The yield is 0.670. (9) The reactants are Cl.C[O:3][C:4](=[O:39])[C:5]1[CH:10]=[CH:9][C:8]([CH2:11][O:12][C:13]2[CH:18]=[CH:17][C:16]([CH2:19][C@H:20]([NH2:38])[C:21]3[N:22]([CH2:34][CH2:35][CH2:36][CH3:37])[CH:23]=[C:24]([C:26]4[CH:31]=[CH:30][C:29]([Cl:32])=[CH:28][C:27]=4[Cl:33])[N:25]=3)=[CH:15][CH:14]=2)=[CH:7][CH:6]=1.[F:40][C:41]1[CH:42]=[C:43]([CH:47]=[CH:48][C:49]=1[F:50])[C:44](O)=[O:45]. No catalyst specified. The product is [CH2:34]([N:22]1[CH:23]=[C:24]([C:26]2[CH:31]=[CH:30][C:29]([Cl:32])=[CH:28][C:27]=2[Cl:33])[N:25]=[C:21]1[C@@H:20]([NH:38][C:44](=[O:45])[C:43]1[CH:47]=[CH:48][C:49]([F:50])=[C:41]([F:40])[CH:42]=1)[CH2:19][C:16]1[CH:17]=[CH:18][C:13]([O:12][CH2:11][C:8]2[CH:9]=[CH:10][C:5]([C:4]([OH:3])=[O:39])=[CH:6][CH:7]=2)=[CH:14][CH:15]=1)[CH2:35][CH2:36][CH3:37]. The yield is 0.710.